This data is from Catalyst prediction with 721,799 reactions and 888 catalyst types from USPTO. The task is: Predict which catalyst facilitates the given reaction. (1) Reactant: [OH:1][C:2]1[CH:9]=[CH:8][C:5]([CH:6]=[O:7])=[CH:4][CH:3]=1.[C:27]1(P([C:23]2[CH:28]=[CH:27][CH:26]=CC=2)[C:27]2[CH:26]=CC=[CH:23][CH:28]=2)[CH:26]=CC=[CH:23][CH:28]=1.CCOC(/N=N/C(OCC)=O)=O.C1(O)CCC1. Product: [CH:26]1([O:1][C:2]2[CH:9]=[CH:8][C:5]([CH:6]=[O:7])=[CH:4][CH:3]=2)[CH2:27][CH2:28][CH2:23]1. The catalyst class is: 1. (2) Product: [CH3:1][C:2]1[CH:11]=[CH:10][C:9]2[C:4](=[CH:5][CH:6]=[CH:7][CH:8]=2)[C:3]=1[C:12]1[CH:13]=[C:14]([CH:29]=[CH:30][CH:31]=1)[CH2:15][O:16][C:17]1[CH:22]=[CH:21][C:20]([CH2:23][CH2:24][C:25]([OH:27])=[O:26])=[CH:19][CH:18]=1. Reactant: [CH3:1][C:2]1[CH:11]=[CH:10][C:9]2[C:4](=[CH:5][CH:6]=[CH:7][CH:8]=2)[C:3]=1[C:12]1[CH:13]=[C:14]([CH:29]=[CH:30][CH:31]=1)[CH2:15][O:16][C:17]1[CH:22]=[CH:21][C:20]([CH2:23][CH2:24][C:25]([O:27]C)=[O:26])=[CH:19][CH:18]=1.[OH-].[Na+].O.C(O)(=O)CC(CC(O)=O)(C(O)=O)O. The catalyst class is: 111. (3) Reactant: N#N.[CH:3](O)=[O:4].CC(OC(C)=O)=O.[NH2:13][CH:14]([C:20]#[N:21])[C:15]([O:17][CH2:18][CH3:19])=[O:16]. Product: [C:20]([CH:14]([NH:13][CH:3]=[O:4])[C:15]([O:17][CH2:18][CH3:19])=[O:16])#[N:21]. The catalyst class is: 1. (4) Product: [C:1](=[O:16])([O:4][C:5]1[CH:10]=[C:9]([N+:17]([O-:19])=[O:18])[C:8]([Br:11])=[CH:7][C:6]=1[C:12]([CH3:13])([CH3:15])[CH3:14])[O:2][CH3:3]. The catalyst class is: 82. Reactant: [C:1](=[O:16])([O:4][C:5]1[CH:10]=[CH:9][C:8]([Br:11])=[CH:7][C:6]=1[C:12]([CH3:15])([CH3:14])[CH3:13])[O:2][CH3:3].[N+:17]([O-])([O-:19])=[O:18].[K+]. (5) Reactant: [C:1]([SiH2:5][O:6][C:7]([CH3:15])([CH3:14])[C:8]1[O:12][CH:11]=[N:10][C:9]=1[CH3:13])([CH3:4])([CH3:3])[CH3:2].C([Li])CCC.CCCCCC.[C:27]1([S:33][S:33][C:27]2[CH:32]=[CH:31][CH:30]=[CH:29][CH:28]=2)[CH:32]=[CH:31][CH:30]=[CH:29][CH:28]=1.[Cl-].[NH4+]. Product: [C:1]([SiH2:5][O:6][C:7]([CH3:15])([CH3:14])[C:8]1[O:12][C:11]([S:33][C:27]2[CH:32]=[CH:31][CH:30]=[CH:29][CH:28]=2)=[N:10][C:9]=1[CH3:13])([CH3:4])([CH3:3])[CH3:2]. The catalyst class is: 7. (6) Reactant: Cl[CH2:2][C:3]1[N:4]=[C:5]([NH:8][C:9](=[O:33])[C:10]2[CH:15]=[C:14]([O:16][C:17]3[CH:22]=[CH:21][C:20]([S:23]([CH3:26])(=[O:25])=[O:24])=[CH:19][CH:18]=3)[CH:13]=[C:12]([O:27][C@@H:28]([CH3:32])[CH2:29][O:30][CH3:31])[CH:11]=2)[S:6][CH:7]=1.[CH3:34][O-:35].[Na+]. Product: [CH3:31][O:30][CH2:29][C@@H:28]([O:27][C:12]1[CH:11]=[C:10]([CH:15]=[C:14]([O:16][C:17]2[CH:22]=[CH:21][C:20]([S:23]([CH3:26])(=[O:25])=[O:24])=[CH:19][CH:18]=2)[CH:13]=1)[C:9]([NH:8][C:5]1[S:6][CH:7]=[C:3]([CH2:2][O:35][CH3:34])[N:4]=1)=[O:33])[CH3:32]. The catalyst class is: 5.